Dataset: Experimentally validated miRNA-target interactions with 360,000+ pairs, plus equal number of negative samples. Task: Binary Classification. Given a miRNA mature sequence and a target amino acid sequence, predict their likelihood of interaction. (1) The miRNA is hsa-miR-603 with sequence CACACACUGCAAUUACUUUUGC. The protein sequence of the target gene is MALPHDSNETSYLLPPNNEDWGRQTIPDFVYGQKDLMAEGIQWPRNAPGIPDALPQSPFDAALCSAWKQRVELGLFRYRLRELQTQILPGAVGFVAQLNVERGVQRRPPQTIKSVRQAFDPVQFNFNKIRPGEVLFRLHREPDLPGTLLQEDILVVINVSPLEWGHVLLVPEPARQLPQRLLPGALRAGIEAVLLSLHPGFRVGFNSLGGLASVNHLHLHGYYLAHRLPVEQAPSEPLDPGGHLHLLQDLPAPGFLFYTRGPGPDLESLISRVCRATDYLTDHEIAHNLFVTRGAPPGKT.... Result: 1 (interaction). (2) The miRNA is hsa-miR-4641 with sequence UGCCCAUGCCAUACUUUUGCCUCA. The protein sequence of the target gene is MGCGTSKVLPEPPKDVQLDLVKKVEPFSGTKNDVYKHFITEVDSVGPLKAGFPATSQYAPPCPGVPNTGHTAPPSEPPRRARVAKYRAKFDPRVTAKYDIKALIGRGSFSRVVRVEHRATRQPYAIKMIETKYREGREVCESELRVLRRVRHANIIQLVEVFETQERVYMVMELATGGELFDRIIAKGSFTERDATRVLQMVLDGVRYLHALGITHRDLKPENLLYYHPGTDSKIIITDFGLASARKKGDDCLMKTTCGTPEYIAPEVLVRKPYTNSVDMWALGVIAYILLSGTMPFEDD.... Result: 0 (no interaction).